From a dataset of Catalyst prediction with 721,799 reactions and 888 catalyst types from USPTO. Predict which catalyst facilitates the given reaction. (1) Product: [F:1][C:2]1[CH:7]=[CH:6][CH:5]=[CH:4][C:3]=1[C@H:8]([NH2:10])[CH3:9].[ClH:17]. Reactant: [F:1][C:2]1[CH:7]=[CH:6][CH:5]=[CH:4][C:3]=1[C@H:8]([NH:10]S(C(C)(C)C)=O)[CH3:9].[ClH:17]. The catalyst class is: 71. (2) Reactant: C(O[C:4]([C:6]1[C:7]2[S:15][CH:14]=[C:13]([CH2:16][O:17][C:18]3[CH:23]=[CH:22][C:21]([Br:24])=[CH:20][CH:19]=3)[C:8]=2[C:9]([NH2:12])=[N:10][CH:11]=1)=[O:5])C.[NH2:25][C:26]([CH3:30])([CH3:29])[CH2:27][OH:28]. Product: [OH:28][CH2:27][C:26]([NH:25][C:4]([C:6]1[C:7]2[S:15][CH:14]=[C:13]([CH2:16][O:17][C:18]3[CH:19]=[CH:20][C:21]([Br:24])=[CH:22][CH:23]=3)[C:8]=2[C:9]([NH2:12])=[N:10][CH:11]=1)=[O:5])([CH3:30])[CH3:29]. The catalyst class is: 13. (3) Reactant: [NH2:1][CH2:2][C:3]1[CH:8]=[CH:7][C:6]([N:9]2[CH:12]([C:13]3[CH:18]=[CH:17][C:16]([O:19][CH3:20])=[CH:15][CH:14]=3)[CH:11]([CH2:21][CH2:22][CH:23]([C:25]3[CH:30]=[CH:29][C:28]([F:31])=[CH:27][CH:26]=3)[OH:24])[C:10]2=[O:32])=[CH:5][CH:4]=1.[C:33]([OH:47])(=[O:46])[CH2:34][O:35][CH2:36][CH2:37][O:38][CH2:39][CH2:40][O:41][CH2:42][C:43](O)=[O:44].C(N=C=NC(C)C)(C)C.OC1C2N=NNC=2C=CC=1. Product: [F:31][C:28]1[CH:27]=[CH:26][C:25]([CH:23]([OH:24])[CH2:22][CH2:21][CH:11]2[C:10](=[O:32])[N:9]([C:6]3[CH:7]=[CH:8][C:3]([CH2:2][NH:1][C:43]([CH2:42][O:41][CH2:40][CH2:39][O:38][CH2:37][CH2:36][O:35][CH2:34][C:33]([OH:47])=[O:46])=[O:44])=[CH:4][CH:5]=3)[CH:12]2[C:13]2[CH:18]=[CH:17][C:16]([O:19][CH3:20])=[CH:15][CH:14]=2)=[CH:30][CH:29]=1. The catalyst class is: 289. (4) Reactant: [F:1][C:2]1[C:31]([F:32])=[CH:30][CH:29]=[CH:28][C:3]=1[CH2:4][NH:5][C:6]1[C:11]([C:12]([NH2:14])=[O:13])=[CH:10][N:9]=[C:8]([NH:15][C:16]2[CH:21]=[CH:20][C:19]([CH:22]3[CH2:27][CH2:26][NH:25][CH2:24][CH2:23]3)=[CH:18][CH:17]=2)[CH:7]=1.[C:33]([N:36]1[CH2:40][CH2:39][CH2:38][C@H:37]1[C:41](O)=[O:42])(=[O:35])[CH3:34].CCN(C(C)C)C(C)C.F[P-](F)(F)(F)(F)F.N1(O[P+](N(C)C)(N(C)C)N(C)C)C2C=CC=CC=2N=N1. Product: [C:33]([N:36]1[CH2:40][CH2:39][CH2:38][C@H:37]1[C:41]([N:25]1[CH2:24][CH2:23][CH:22]([C:19]2[CH:18]=[CH:17][C:16]([NH:15][C:8]3[CH:7]=[C:6]([NH:5][CH2:4][C:3]4[CH:28]=[CH:29][CH:30]=[C:31]([F:32])[C:2]=4[F:1])[C:11]([C:12]([NH2:14])=[O:13])=[CH:10][N:9]=3)=[CH:21][CH:20]=2)[CH2:27][CH2:26]1)=[O:42])(=[O:35])[CH3:34]. The catalyst class is: 37. (5) Reactant: C(C(O)=O)(F)(F)F.[O:8]=[C:9]1[C:17]2([CH2:22][CH2:21][O:20][CH2:19][CH2:18]2)[C:16]2[C:11](=[CH:12][CH:13]=[CH:14][CH:15]=2)[N:10]1[CH2:23][C:24]([O:26]C(C)(C)C)=[O:25]. Product: [O:8]=[C:9]1[C:17]2([CH2:22][CH2:21][O:20][CH2:19][CH2:18]2)[C:16]2[C:11](=[CH:12][CH2:13][CH2:14][CH:15]=2)[N:10]1[CH2:23][C:24]([OH:26])=[O:25]. The catalyst class is: 2.